Dataset: Hepatocyte clearance measurements from AstraZeneca. Task: Regression/Classification. Given a drug SMILES string, predict its absorption, distribution, metabolism, or excretion properties. Task type varies by dataset: regression for continuous measurements (e.g., permeability, clearance, half-life) or binary classification for categorical outcomes (e.g., BBB penetration, CYP inhibition). For this dataset (clearance_hepatocyte_az), we predict log10(clearance) (log10 of the in vitro intrinsic clearance, CLint, in uL/min per 10^6 hepatocytes; values are censored to the assay range of 3 to 150, which is 0.477 to 2.18 on this log10 scale). The drug is CCc1cccc2c3c([nH]c12)C(CC)(CC(=O)O)OCC3. The log10(clearance) is 1.11.